Dataset: Catalyst prediction with 721,799 reactions and 888 catalyst types from USPTO. Task: Predict which catalyst facilitates the given reaction. Reactant: [Cl:1][C:2]1[CH:3]=[C:4]2[C:10]([C:11]3[N:16]=[C:15]([NH:17][C@H:18]4[CH2:23][CH2:22][CH2:21][N:20]([CH2:24][CH:25]([OH:29])[CH2:26][O:27][CH3:28])[CH2:19]4)[C:14]([F:30])=[CH:13][N:12]=3)=[CH:9][N:8](S(C3C=CC(C)=CC=3)(=O)=O)[C:5]2=[N:6][CH:7]=1.[Li+].[OH-]. Product: [Cl:1][C:2]1[CH:3]=[C:4]2[C:10]([C:11]3[N:16]=[C:15]([NH:17][C@H:18]4[CH2:23][CH2:22][CH2:21][N:20]([CH2:24][CH:25]([OH:29])[CH2:26][O:27][CH3:28])[CH2:19]4)[C:14]([F:30])=[CH:13][N:12]=3)=[CH:9][NH:8][C:5]2=[N:6][CH:7]=1. The catalyst class is: 20.